Dataset: KCNQ2 potassium channel screen with 302,405 compounds. Task: Binary Classification. Given a drug SMILES string, predict its activity (active/inactive) in a high-throughput screening assay against a specified biological target. (1) The drug is S(=O)(=O)(c1nc(oc1N1CCOCC1)c1cc(OC)c(OC)c(OC)c1)c1ccccc1. The result is 0 (inactive). (2) The compound is S(c1ccc(N\N=C2\C(=NN(C2=O)C)C)cc1)C. The result is 0 (inactive). (3) The compound is O(CCN(CC)CC)CCOC(=O)C(CC)c1ccccc1. The result is 0 (inactive). (4) The result is 0 (inactive). The molecule is S1CC(=NN=C1Nc1cc(ccc1)C)c1cc2OCCOc2cc1. (5) The molecule is O=C/1N(CCCC)C(=O)NC(=O)C1=C(\Nc1c(OC)cc(OC)cc1)CC. The result is 0 (inactive). (6) The molecule is S(=O)(=O)(N1CCN(CC1)c1ccc(cc1)C(=O)C)c1c(n(c(c1C(OCC)=O)C)C)C. The result is 0 (inactive).